This data is from Forward reaction prediction with 1.9M reactions from USPTO patents (1976-2016). The task is: Predict the product of the given reaction. (1) Given the reactants [C:1]([O:5][C:6](=[O:35])[NH:7][C:8]1([C:12]2[CH:17]=[CH:16][C:15]([C:18]3[C:27]([C:28]4[CH:33]=[CH:32][CH:31]=[CH:30][CH:29]=4)=[CH:26][C:25]4[C:24](=[O:34])[NH:23][CH2:22][CH2:21][C:20]=4[N:19]=3)=[CH:14][CH:13]=2)[CH2:11][CH2:10][CH2:9]1)([CH3:4])([CH3:3])[CH3:2].[H-].[Na+].Br[CH2:39][C:40]#[N:41].[NH4+].[Cl-], predict the reaction product. The product is: [C:1]([O:5][C:6](=[O:35])[NH:7][C:8]1([C:12]2[CH:13]=[CH:14][C:15]([C:18]3[C:27]([C:28]4[CH:29]=[CH:30][CH:31]=[CH:32][CH:33]=4)=[CH:26][C:25]4[C:24](=[O:34])[N:23]([CH2:39][C:40]#[N:41])[CH2:22][CH2:21][C:20]=4[N:19]=3)=[CH:16][CH:17]=2)[CH2:11][CH2:10][CH2:9]1)([CH3:4])([CH3:2])[CH3:3]. (2) The product is: [F:10][C:11]1[CH:16]=[C:15]([O:17][CH:18]2[CH2:19][CH2:20][O:21][CH2:22][CH2:23]2)[CH:14]=[C:13]([F:24])[C:12]=1[C:2]1[N:7]=[N:6][C:5]([CH2:8][OH:9])=[CH:4][CH:3]=1. Given the reactants Cl[C:2]1[N:7]=[N:6][C:5]([CH2:8][OH:9])=[CH:4][CH:3]=1.[F:10][C:11]1[CH:16]=[C:15]([O:17][CH:18]2[CH2:23][CH2:22][O:21][CH2:20][CH2:19]2)[CH:14]=[C:13]([F:24])[C:12]=1B1OC(C)(C)C(C)(C)O1.[F-].[K+].P(C(C)(C)C)(C(C)(C)C)C(C)(C)C, predict the reaction product. (3) Given the reactants [CH3:1][C:2]1([CH3:16])[C:11]2[C:6](=[CH:7][C:8]([N+:12]([O-:14])=[O:13])=[CH:9][CH:10]=2)[C:5](=O)[NH:4][CH2:3]1, predict the reaction product. The product is: [CH3:1][C:2]1([CH3:16])[C:11]2[C:6](=[CH:7][C:8]([N+:12]([O-:14])=[O:13])=[CH:9][CH:10]=2)[CH2:5][NH:4][CH2:3]1. (4) Given the reactants C[O:2][C:3](=[O:32])[CH2:4][C:5]1[CH:10]=[CH:9][CH:8]=[C:7]([CH2:11][N:12]([CH:16]2[CH2:21][CH2:20][N:19]([C:22]3[S:23][C:24]4[CH:30]=[C:29]([Cl:31])[CH:28]=[CH:27][C:25]=4[N:26]=3)[CH2:18][CH2:17]2)[CH:13]([CH3:15])[CH3:14])[CH:6]=1.[OH-].[Na+].O1CCCC1.Cl, predict the reaction product. The product is: [Cl:31][C:29]1[CH:28]=[CH:27][C:25]2[N:26]=[C:22]([N:19]3[CH2:20][CH2:21][CH:16]([N:12]([CH2:11][C:7]4[CH:6]=[C:5]([CH2:4][C:3]([OH:32])=[O:2])[CH:10]=[CH:9][CH:8]=4)[CH:13]([CH3:14])[CH3:15])[CH2:17][CH2:18]3)[S:23][C:24]=2[CH:30]=1.